From a dataset of Reaction yield outcomes from USPTO patents with 853,638 reactions. Predict the reaction yield, written as a fraction of the theoretical maximum amount of product (1.0 means a 100% yield; for example, 0.34 means a 34% yield). (1) The reactants are Br[C:2]1[N:3]=[C:4]([C:9]2[O:10][C:11]([C:14]3[S:15][CH:16]=[CH:17][C:18]=3[CH3:19])=[N:12][N:13]=2)[C:5]([NH2:8])=[N:6][CH:7]=1.[CH:20]([S:23]([C:26]1[CH:31]=[CH:30][C:29](B(O)O)=[CH:28][CH:27]=1)(=[O:25])=[O:24])([CH3:22])[CH3:21].C1(P(C2C=CC=CC=2)C2C=CC=CC=2)C=CC=CC=1.C(=O)([O-])[O-].[Na+].[Na+]. The catalyst is [Pd].O.CN(C=O)C. The product is [CH:20]([S:23]([C:26]1[CH:31]=[CH:30][C:29]([C:2]2[N:3]=[C:4]([C:9]3[O:10][C:11]([C:14]4[S:15][CH:16]=[CH:17][C:18]=4[CH3:19])=[N:12][N:13]=3)[C:5]([NH2:8])=[N:6][CH:7]=2)=[CH:28][CH:27]=1)(=[O:24])=[O:25])([CH3:22])[CH3:21]. The yield is 0.190. (2) The reactants are [ClH:1].[CH2:2]([C:7]1[N:8]=[C:9]([NH2:12])[NH:10][CH:11]=1)[CH2:3][CH2:4][C:5]#[CH:6].[N:13]([CH2:16][CH2:17][C:18]1[CH:22]=[CH:21][S:20][CH:19]=1)=[N+:14]=[N-:15]. No catalyst specified. The product is [ClH:1].[S:20]1[CH:21]=[CH:22][C:18]([CH2:17][CH2:16][N:13]2[CH:6]=[C:5]([CH2:4][CH2:3][CH2:2][C:7]3[N:8]=[C:9]([NH2:12])[NH:10][CH:11]=3)[N:15]=[N:14]2)=[CH:19]1. The yield is 0.410. (3) The reactants are [Cl:1][CH2:2][CH2:3][CH2:4][C:5](Cl)=[O:6].N1C=CC=CC=1.[C:14]([OH:18])([CH3:17])([CH3:16])[CH3:15]. The catalyst is CN(C)C1C=CN=CC=1. The product is [Cl:1][CH2:2][CH2:3][CH2:4][C:5]([O:18][C:14]([CH3:17])([CH3:16])[CH3:15])=[O:6]. The yield is 0.730. (4) The reactants are [CH3:1][O:2][C:3]1[CH:4]=[C:5]2[C:10](=[CH:11][C:12]=1[O:13][CH3:14])[N:9]=[CH:8][N:7]=[C:6]2[O:15][C:16]1[CH:22]=[CH:21][C:19]([NH2:20])=[C:18]([N+:23]([O-:25])=[O:24])[CH:17]=1.ClC(Cl)(O[C:30](=[O:36])OC(Cl)(Cl)Cl)Cl.[CH2:38]([N:45]1[CH2:49][CH2:48][C@H:47]([NH2:50])[CH2:46]1)[C:39]1[CH:44]=[CH:43][CH:42]=[CH:41][CH:40]=1.C(=O)([O-])O.[Na+]. The yield is 0.480. The catalyst is C(N(CC)CC)C.C(Cl)(Cl)Cl. The product is [CH2:38]([N:45]1[CH2:49][CH2:48][C@H:47]([NH:50][C:30]([NH:20][C:19]2[CH:21]=[CH:22][C:16]([O:15][C:6]3[C:5]4[C:10](=[CH:11][C:12]([O:13][CH3:14])=[C:3]([O:2][CH3:1])[CH:4]=4)[N:9]=[CH:8][N:7]=3)=[CH:17][C:18]=2[N+:23]([O-:25])=[O:24])=[O:36])[CH2:46]1)[C:39]1[CH:40]=[CH:41][CH:42]=[CH:43][CH:44]=1. (5) The reactants are [CH3:1][O:2][C:3]1[CH:4]=[C:5]([NH:9][C:10]2[CH:15]=[C:14]([N:16]([CH3:18])[CH3:17])[N:13]=[C:12]([N:19]3[CH2:24][CH2:23][NH:22][CH2:21][CH2:20]3)[N:11]=2)[CH:6]=[CH:7][CH:8]=1.[CH:25](=O)[C:26]1[CH:31]=[CH:30][CH:29]=[CH:28][CH:27]=1.C([BH3-])#N.[Na+].C([O-])(O)=O.[Na+]. The catalyst is C(O)(=O)C.CO. The product is [CH2:25]([N:22]1[CH2:23][CH2:24][N:19]([C:12]2[N:11]=[C:10]([NH:9][C:5]3[CH:6]=[CH:7][CH:8]=[C:3]([O:2][CH3:1])[CH:4]=3)[CH:15]=[C:14]([N:16]([CH3:18])[CH3:17])[N:13]=2)[CH2:20][CH2:21]1)[C:26]1[CH:31]=[CH:30][CH:29]=[CH:28][CH:27]=1. The yield is 0.400. (6) The reactants are [OH:1][CH2:2][CH2:3][CH2:4][N:5]1[C:13](=[O:14])[C:12]2[C:7](=[CH:8][CH:9]=[CH:10][CH:11]=2)[C:6]1=[O:15].CCN(CC)CC.[S:23](Cl)([C:26]1[CH:32]=[CH:31][C:29]([CH3:30])=[CH:28][CH:27]=1)(=[O:25])=[O:24]. The catalyst is C(Cl)Cl. The product is [CH3:30][C:29]1[CH:31]=[CH:32][C:26]([S:23]([O:1][CH2:2][CH2:3][CH2:4][N:5]2[C:13](=[O:14])[C:12]3[C:7](=[CH:8][CH:9]=[CH:10][CH:11]=3)[C:6]2=[O:15])(=[O:25])=[O:24])=[CH:27][CH:28]=1. The yield is 0.960.